Binary Classification. Given a drug SMILES string, predict its activity (active/inactive) in a high-throughput screening assay against a specified biological target. From a dataset of Cav3 T-type calcium channel HTS with 100,875 compounds. (1) The molecule is O=C(Nc1ccc(cc1)C(=O)N\N=C\c1c([N+]([O-])=O)cccc1)CC. The result is 0 (inactive). (2) The drug is O1C(OCC)C(C(c2cc3OCOc3cc2)C=C1C(O)=O)CCCO. The result is 0 (inactive). (3) The drug is N1(CC(N(C(C1)C#C)C)C#C)Cc1ccccc1. The result is 0 (inactive). (4) The compound is Fc1ccc(C2=NOC(C2)C(O)=O)cc1. The result is 0 (inactive). (5) The compound is O=C(Nc1c(c2ccccc2)cccc1)CNC1C(CCCC1)C. The result is 0 (inactive). (6) The drug is O=C(Nc1c2CCCc2nc2c1CCCC2)C(C)(C)C. The result is 0 (inactive). (7) The drug is s1c2CC(CCc2c(c1NC(OCC)=O)C#N)C. The result is 0 (inactive). (8) The drug is O(C(=O)N1CCN(CC1)C(=O)Cn1nnc(c1)CCC\N=C(\NC(OC(C)(C)C)=O)NC(OC(C)(C)C)=O)C(C)(C)C. The result is 0 (inactive).